This data is from Full USPTO retrosynthesis dataset with 1.9M reactions from patents (1976-2016). The task is: Predict the reactants needed to synthesize the given product. (1) Given the product [O:1]=[C:2]1[NH:6][C:5]([CH2:23][C:24]2[CH:25]=[CH:26][C:27]([B:30]3[O:31][C:32]([CH3:38])([CH3:37])[C:33]([CH3:36])([CH3:35])[O:34]3)=[CH:28][CH:29]=2)([C:7]([O:9][CH2:10][CH3:11])=[O:8])[CH2:4][CH2:3]1, predict the reactants needed to synthesize it. The reactants are: [O:1]=[C:2]1[NH:6][C@H:5]([C:7]([O:9][CH2:10][CH3:11])=[O:8])[CH2:4][CH2:3]1.C[Si](C)(C)[N-][Si](C)(C)C.[Li+].Br[CH2:23][C:24]1[CH:29]=[CH:28][C:27]([B:30]2[O:34][C:33]([CH3:36])([CH3:35])[C:32]([CH3:38])([CH3:37])[O:31]2)=[CH:26][CH:25]=1.C(O)(=O)C. (2) Given the product [Cl:35][C:28]1[CH:29]=[CH:30][C:31]2[C:32]3[N:33]=[CH:34][C:22]([C:6]4[N:2]([CH3:1])[N:3]=[N:4][C:5]=4[CH3:20])=[CH:23][C:24]=3[N:25]([C@H:37]([C:44]3[CH:45]=[CH:46][CH:47]=[CH:48][CH:49]=3)[CH:38]3[CH2:43][CH2:42][O:41][CH2:40][CH2:39]3)[C:26]=2[C:27]=1[F:36], predict the reactants needed to synthesize it. The reactants are: [CH3:1][N:2]1[C:6]([Sn](CCCC)(CCCC)CCCC)=[C:5]([CH3:20])[N:4]=[N:3]1.Br[C:22]1[CH:34]=[N:33][C:32]2[C:31]3[CH:30]=[CH:29][C:28]([Cl:35])=[C:27]([F:36])[C:26]=3[N:25]([C@H:37]([C:44]3[CH:49]=[CH:48][CH:47]=[CH:46][CH:45]=3)[CH:38]3[CH2:43][CH2:42][O:41][CH2:40][CH2:39]3)[C:24]=2[CH:23]=1.C(N(CC)CC)C.